This data is from Catalyst prediction with 721,799 reactions and 888 catalyst types from USPTO. The task is: Predict which catalyst facilitates the given reaction. (1) Reactant: C(P([CH2:6][C:7]([O:9][CH2:10][CH3:11])=[O:8])CC)C.CC(C)([O-])C.[K+].[CH2:18]([C@H:23]1[CH2:28][CH2:27][C@H:26]([C@H:29]2[CH2:34][CH2:33][C@H:32]([CH:35]=O)[CH2:31][CH2:30]2)[CH2:25][CH2:24]1)[CH2:19][CH2:20][CH2:21][CH3:22].O. Product: [CH2:18]([C@H:23]1[CH2:28][CH2:27][C@H:26]([C@H:29]2[CH2:34][CH2:33][C@H:32]([CH:35]=[CH:6][C:7]([O:9][CH2:10][CH3:11])=[O:8])[CH2:31][CH2:30]2)[CH2:25][CH2:24]1)[CH2:19][CH2:20][CH2:21][CH3:22]. The catalyst class is: 207. (2) Reactant: [CH2:1]([N:8]1[CH:16]=[C:15]2[C:10]([CH:11]=[C:12]([C:17]3[CH:18]=[C:19](C4CCNCC4)[N:20]4[C:25]=3[C:24]([NH2:26])=[N:23][CH:22]=[N:21]4)[CH:13]=[CH:14]2)=[N:9]1)[C:2]1[CH:7]=[CH:6][CH:5]=[CH:4][CH:3]=1.[CH3:33][N:34]([CH3:39])[CH2:35][C:36](O)=[O:37].CCN=C=NCCCN(C)C.Cl.[CH:52]1[CH:53]=[CH:54]C2N(O)N=[N:58][C:56]=2[CH:57]=1.C(N(CC)C(C)C)(C)C. Product: [CH2:1]([N:8]1[CH:16]=[C:15]2[C:10]([CH:11]=[C:12]([C:17]3[CH:18]=[C:19]([CH:53]4[CH2:52][CH2:57][CH2:56][N:58]([C:36](=[O:37])[CH2:35][N:34]([CH3:39])[CH3:33])[CH2:54]4)[N:20]4[C:25]=3[C:24]([NH2:26])=[N:23][CH:22]=[N:21]4)[CH:13]=[CH:14]2)=[N:9]1)[C:2]1[CH:3]=[CH:4][CH:5]=[CH:6][CH:7]=1. The catalyst class is: 3. (3) Reactant: [CH2:1]([O:8][C:9]1[CH:14]=[CH:13][C:12]([C:15]2[N:19]([C:20]3[CH:25]=[CH:24][C:23]([Cl:26])=[CH:22][C:21]=3[Cl:27])[N:18]=[C:17]([C:28](O)=[O:29])[C:16]=2[CH3:31])=[CH:11][CH:10]=1)[C:2]1[CH:7]=[CH:6][CH:5]=[CH:4][CH:3]=1.[F:32][C:33]1([F:40])[CH2:38][CH2:37][CH:36]([NH2:39])[CH2:35][CH2:34]1.C(N(CC)CC)C.F[P-](F)(F)(F)(F)F.N1(O[P+](N(C)C)(N(C)C)N(C)C)C2C=CC=CC=2N=N1. Product: [F:32][C:33]1([F:40])[CH2:38][CH2:37][CH:36]([NH:39][C:28]([C:17]2[C:16]([CH3:31])=[C:15]([C:12]3[CH:11]=[CH:10][C:9]([O:8][CH2:1][C:2]4[CH:3]=[CH:4][CH:5]=[CH:6][CH:7]=4)=[CH:14][CH:13]=3)[N:19]([C:20]3[CH:25]=[CH:24][C:23]([Cl:26])=[CH:22][C:21]=3[Cl:27])[N:18]=2)=[O:29])[CH2:35][CH2:34]1. The catalyst class is: 6. (4) Reactant: Cl[C:2]1[N:7]=[C:6]([C:8]2[CH:13]=[CH:12][CH:11]=[C:10]([Cl:14])[CH:9]=2)[N:5]=[C:4]([C:15]2[CH:20]=[CH:19][CH:18]=[C:17]([Cl:21])[CH:16]=2)[N:3]=1.[C:22]1([C:31]2[CH:36]=[CH:35][CH:34]=[CH:33][CH:32]=2)[CH:27]=[CH:26][CH:25]=[C:24](B(O)O)[CH:23]=1.C([O-])([O-])=O.[K+].[K+]. Product: [C:22]1([C:31]2[CH:32]=[CH:33][CH:34]=[CH:35][CH:36]=2)[CH:27]=[CH:26][CH:25]=[C:24]([C:2]2[N:7]=[C:6]([C:8]3[CH:13]=[CH:12][CH:11]=[C:10]([Cl:14])[CH:9]=3)[N:5]=[C:4]([C:15]3[CH:20]=[CH:19][CH:18]=[C:17]([Cl:21])[CH:16]=3)[N:3]=2)[CH:23]=1. The catalyst class is: 108. (5) Reactant: Cl.Cl.[NH2:3][CH:4]1[CH2:7][N:6]([C:8]2[C:18]([C:19]#[N:20])=[CH:17][C:11]([C:12]([O:14][CH2:15][CH3:16])=[O:13])=[C:10]([CH3:21])[N:9]=2)[CH2:5]1.CCN(C(C)C)C(C)C.[Cl:31][C:32]1[CH:37]=[CH:36][C:35]([S:38]([N:41]=[C:42]=[O:43])(=[O:40])=[O:39])=[CH:34][CH:33]=1.CCOC(C)=O. Product: [Cl:31][C:32]1[CH:33]=[CH:34][C:35]([S:38]([NH:41][C:42]([NH:3][CH:4]2[CH2:5][N:6]([C:8]3[C:18]([C:19]#[N:20])=[CH:17][C:11]([C:12]([O:14][CH2:15][CH3:16])=[O:13])=[C:10]([CH3:21])[N:9]=3)[CH2:7]2)=[O:43])(=[O:39])=[O:40])=[CH:36][CH:37]=1. The catalyst class is: 2. (6) Reactant: [C:1]([O:5][C:6]([N:8]([CH2:17][C:18]([O:20][C:21]([CH3:24])([CH3:23])[CH3:22])=[O:19])[C:9]1[CH:14]=[CH:13][CH:12]=[C:11]([CH:15]=O)[N:10]=1)=[O:7])([CH3:4])([CH3:3])[CH3:2].[Cl-].[OH:26][NH3+:27].N1C=CC=CC=1. Product: [C:1]([O:5][C:6]([N:8]([CH2:17][C:18]([O:20][C:21]([CH3:23])([CH3:22])[CH3:24])=[O:19])[C:9]1[CH:14]=[CH:13][CH:12]=[C:11]([CH:15]=[N:27][OH:26])[N:10]=1)=[O:7])([CH3:3])([CH3:4])[CH3:2]. The catalyst class is: 5.